From a dataset of Reaction yield outcomes from USPTO patents with 853,638 reactions. Predict the reaction yield, written as a fraction of the theoretical maximum amount of product (1.0 means a 100% yield; for example, 0.34 means a 34% yield). (1) The reactants are [N:1]1[CH:6]=[CH:5][CH:4]=[CH:3][C:2]=1[C:7]([NH:9][C:10]1[C:11]([C:15]([NH:17][CH2:18][CH2:19][CH2:20][C:21]([O:23]CC)=[O:22])=[O:16])=[N:12][NH:13][CH:14]=1)=[O:8].C(O)C.[OH-].[Na+].Cl. The catalyst is O1CCCC1. The product is [N:1]1[CH:6]=[CH:5][CH:4]=[CH:3][C:2]=1[C:7]([NH:9][C:10]1[C:11]([C:15]([NH:17][CH2:18][CH2:19][CH2:20][C:21]([OH:23])=[O:22])=[O:16])=[N:12][NH:13][CH:14]=1)=[O:8]. The yield is 0.980. (2) The reactants are CS(O[CH2:6][CH2:7][C:8]([CH3:24])([N:10]1[CH:14]=[C:13]([C:15]2[C:16]3[CH:23]=[CH:22][NH:21][C:17]=3[N:18]=[CH:19][N:20]=2)[CH:12]=[N:11]1)[CH3:9])(=O)=O.[CH3:25][N:26](C=O)C.[C-]#N.[Na+]. The catalyst is O. The product is [CH3:9][C:8]([N:10]1[CH:14]=[C:13]([C:15]2[C:16]3[CH:23]=[CH:22][NH:21][C:17]=3[N:18]=[CH:19][N:20]=2)[CH:12]=[N:11]1)([CH3:24])[CH2:7][CH2:6][C:25]#[N:26]. The yield is 0.590. (3) The reactants are [Cl:1][C:2]1[N:3]=[C:4]([C:9]([NH:11][C:12]2[CH:30]=[CH:29][C:15]3[N:16]([C:20](=[O:28])[CH2:21][CH2:22][C:23]([O:25]CC)=[O:24])[CH2:17][CH2:18][O:19][C:14]=3[CH:13]=2)=[O:10])[NH:5][C:6]=1[CH2:7][CH3:8].[OH-].[Li+]. The catalyst is CO. The product is [Cl:1][C:2]1[N:3]=[C:4]([C:9]([NH:11][C:12]2[CH:30]=[CH:29][C:15]3[N:16]([C:20](=[O:28])[CH2:21][CH2:22][C:23]([OH:25])=[O:24])[CH2:17][CH2:18][O:19][C:14]=3[CH:13]=2)=[O:10])[NH:5][C:6]=1[CH2:7][CH3:8]. The yield is 0.250. (4) The reactants are [Cl:1][C:2]1[CH:7]=[CH:6][C:5]([C:8]2[CH:41]=[CH:40][C:39]([N+:42]([O-])=O)=[CH:38][C:9]=2[CH2:10][O:11][C:12]2[CH:17]=[CH:16][C:15]([C:18]3[N:22]([CH:23]4[CH2:28][CH2:27][CH2:26][CH2:25][CH2:24]4)[C:21]4[CH:29]=[CH:30][C:31]([C:33]([O:35][CH3:36])=[O:34])=[CH:32][C:20]=4[N:19]=3)=[C:14]([F:37])[CH:13]=2)=[CH:4][CH:3]=1.O.O.[Sn](Cl)Cl. The catalyst is C(O)C. The product is [NH2:42][C:39]1[CH:40]=[CH:41][C:8]([C:5]2[CH:6]=[CH:7][C:2]([Cl:1])=[CH:3][CH:4]=2)=[C:9]([CH:38]=1)[CH2:10][O:11][C:12]1[CH:17]=[CH:16][C:15]([C:18]2[N:22]([CH:23]3[CH2:28][CH2:27][CH2:26][CH2:25][CH2:24]3)[C:21]3[CH:29]=[CH:30][C:31]([C:33]([O:35][CH3:36])=[O:34])=[CH:32][C:20]=3[N:19]=2)=[C:14]([F:37])[CH:13]=1. The yield is 0.820.